From a dataset of Reaction yield outcomes from USPTO patents with 853,638 reactions. Predict the reaction yield, written as a fraction of the theoretical maximum amount of product (1.0 means a 100% yield; for example, 0.34 means a 34% yield). (1) The reactants are [F:1][C:2]1[CH:10]=[C:9]2[C:5]([CH2:6][CH2:7][C:8]2=O)=[CH:4][CH:3]=1.Cl.[O:13]([NH2:15])[CH3:14]. The catalyst is N1C=CC=CC=1.C(OC(=O)C)C. The product is [CH3:14][O:13][N:15]=[C:8]1[C:9]2[C:5](=[CH:4][CH:3]=[C:2]([F:1])[CH:10]=2)[CH2:6][CH2:7]1. The yield is 0.810. (2) The reactants are CS(O[CH2:6][CH2:7][C:8]1[CH:13]=[CH:12][C:11]([O:14][C:15]2[S:16][C:17]3[C:18]([N:23]=2)=[N:19][CH:20]=[CH:21][CH:22]=3)=[CH:10][CH:9]=1)(=O)=O.[C:24]([N:27]1[CH2:32][C@@H:31]2[CH2:33][C@H:28]1[CH2:29][NH:30]2)(=[O:26])C.C([O-])([O-])=O.[K+].[K+].CC#[N:42]. No catalyst specified. The product is [S:16]1[C:17]2[C:18](=[N:19][CH:20]=[CH:21][CH:22]=2)[N:23]=[C:15]1[O:14][C:11]1[CH:12]=[CH:13][C:8]([CH2:7][CH2:6][N:30]2[CH2:29][C@@H:28]3[CH2:33][C@H:31]2[CH2:32][N:27]3[C:24]([NH2:42])=[O:26])=[CH:9][CH:10]=1. The yield is 0.160. (3) The product is [Cl:1][C:2]1[N:7]=[C:6]([O:16][C:15]2[CH:14]=[CH:13][C:12]([NH:17][C:18](=[O:20])[CH3:19])=[CH:11][C:10]=2[F:9])[CH:5]=[CH:4][N:3]=1. The yield is 0.780. The reactants are [Cl:1][C:2]1[N:7]=[C:6](Cl)[CH:5]=[CH:4][N:3]=1.[F:9][C:10]1[CH:11]=[C:12]([NH:17][C:18](=[O:20])[CH3:19])[CH:13]=[CH:14][C:15]=1[OH:16].C([O-])([O-])=O.[K+].[K+]. The catalyst is CC#N. (4) The reactants are [Cl:1][C:2]1[CH:7]=[CH:6][C:5]([CH:8](O)[C:9]([O:11][CH2:12][CH3:13])=[O:10])=[CH:4][CH:3]=1.CCN(CC)CC.O(S(C)(=O)=O)S(C)(=O)=O.[NH2:31][C:32]1[CH:33]=[C:34]([CH3:40])[C:35](=[O:39])[N:36]([CH3:38])[CH:37]=1.C([O-])(O)=O.[Na+]. The catalyst is C(Cl)Cl.CCOC(C)=O. The product is [Cl:1][C:2]1[CH:7]=[CH:6][C:5]([CH:8]([NH:31][C:32]2[CH:33]=[C:34]([CH3:40])[C:35](=[O:39])[N:36]([CH3:38])[CH:37]=2)[C:9]([O:11][CH2:12][CH3:13])=[O:10])=[CH:4][CH:3]=1. The yield is 0.590. (5) The reactants are [OH:1][CH2:2][C:3]1[O:7][N:6]=[C:5]([C:8]2[CH:13]=[CH:12][CH:11]=[CH:10][N:9]=2)[C:4]=1[CH2:14][O:15][C:16]1[CH:24]=[CH:23][C:19]([C:20]([OH:22])=O)=[CH:18][N:17]=1.[NH2:25][CH:26]1[CH2:31][CH2:30][O:29][CH2:28][CH2:27]1.F[B-](F)(F)F.C[N+](C)=C(N(C)C)ON1C2C=CC=CC=2N=N1.C(N(CC)C(C)C)(C)C. The catalyst is CN(C=O)C. The product is [OH:1][CH2:2][C:3]1[O:7][N:6]=[C:5]([C:8]2[CH:13]=[CH:12][CH:11]=[CH:10][N:9]=2)[C:4]=1[CH2:14][O:15][C:16]1[CH:24]=[CH:23][C:19]([C:20]([NH:25][CH:26]2[CH2:31][CH2:30][O:29][CH2:28][CH2:27]2)=[O:22])=[CH:18][N:17]=1. The yield is 0.480. (6) The yield is 0.100. The reactants are [NH2:1][C:2]1[C:10]2[C:5](=[N:6][CH:7]=[CH:8][N:9]=2)[S:4][C:3]=1[C:11]([NH:13][C:14]1[CH:15]=[C:16]([CH:20]=[CH:21][C:22]=1[CH3:23])[C:17]([OH:19])=O)=[O:12].[NH2:24][C:25]1[CH:26]=[C:27]([C:31]([F:34])([F:33])[F:32])[CH:28]=[CH:29][CH:30]=1.CN(C(ON1N=NC2C=CC=CC1=2)=[N+](C)C)C.[B-](F)(F)(F)F.CCN(C(C)C)C(C)C.C(O)(=O)CC(CC(O)=O)(C(O)=O)O. The catalyst is CN1C(=O)CCC1. The product is [NH2:1][C:2]1[C:10]2[C:5](=[N:6][CH:7]=[CH:8][N:9]=2)[S:4][C:3]=1[C:11]([NH:13][C:14]1[CH:15]=[C:16]([C:17](=[O:19])[NH:24][C:25]2[CH:30]=[CH:29][CH:28]=[C:27]([C:31]([F:32])([F:33])[F:34])[CH:26]=2)[CH:20]=[CH:21][C:22]=1[CH3:23])=[O:12].